Task: Predict the reactants needed to synthesize the given product.. Dataset: Full USPTO retrosynthesis dataset with 1.9M reactions from patents (1976-2016) Given the product [Cl:1][C:2]1[CH:3]=[CH:4][C:5]([CH2:6][C:7]2[N:8]=[C:9]([C:17]3[CH:22]=[CH:21][N:20]=[C:19]([Cl:23])[CH:18]=3)[S:10][C:11]=2[C:12]([OH:14])=[O:13])=[CH:24][CH:25]=1, predict the reactants needed to synthesize it. The reactants are: [Cl:1][C:2]1[CH:25]=[CH:24][C:5]([CH2:6][C:7]2[N:8]=[C:9]([C:17]3[CH:22]=[CH:21][N:20]=[C:19]([Cl:23])[CH:18]=3)[S:10][C:11]=2[C:12]([O:14]CC)=[O:13])=[CH:4][CH:3]=1.[Li+].[OH-].Cl.